This data is from Full USPTO retrosynthesis dataset with 1.9M reactions from patents (1976-2016). The task is: Predict the reactants needed to synthesize the given product. (1) Given the product [CH2:6]([O:13][CH:14]1[CH2:19][CH2:18][C:17](=[O:20])[CH:16]([F:29])[CH2:15]1)[C:7]1[CH:12]=[CH:11][CH:10]=[CH:9][CH:8]=1, predict the reactants needed to synthesize it. The reactants are: CN(C)C=O.[CH2:6]([O:13][CH:14]1[CH2:19][CH2:18][C:17]([O:20][Si](C(C)(C)C)(C)C)=[CH:16][CH2:15]1)[C:7]1[CH:12]=[CH:11][CH:10]=[CH:9][CH:8]=1.[B-](F)(F)(F)[F:29].[B-](F)(F)(F)F.C1[N+]2(CCl)CC[N+](F)(CC2)C1.C(=O)(O)[O-].[Na+]. (2) The reactants are: [NH2:1][C:2]1[C:7]([NH2:8])=[CH:6][N:5]=[CH:4][N:3]=1.[F:9][C:10]1[CH:18]=[CH:17][CH:16]=[CH:15][C:11]=1[C:12](O)=O.[OH-].[Na+]. Given the product [F:9][C:10]1[CH:18]=[CH:17][CH:16]=[CH:15][C:11]=1[C:12]1[NH:8][C:7]2[C:2](=[N:3][CH:4]=[N:5][CH:6]=2)[N:1]=1, predict the reactants needed to synthesize it. (3) Given the product [CH3:1][O:2][C:3]1[CH:4]=[C:5]([C:18]2[S:19][CH:20]=[CH:21][N:22]=2)[CH:6]=[CH:7][C:8]=1[C:24]1[C:33]2[C:28](=[CH:29][C:30]([S:34]([NH:37][C:38]3[CH:43]=[CH:42][N:41]=[CH:40][N:39]=3)(=[O:35])=[O:36])=[CH:31][CH:32]=2)[CH:27]=[CH:26][N:25]=1, predict the reactants needed to synthesize it. The reactants are: [CH3:1][O:2][C:3]1[CH:4]=[C:5]([C:18]2[S:19][CH:20]=[CH:21][N:22]=2)[CH:6]=[CH:7][C:8]=1B1OC(C)(C)C(C)(C)O1.Cl[C:24]1[C:33]2[C:28](=[CH:29][C:30]([S:34]([NH:37][C:38]3[CH:43]=[CH:42][N:41]=[CH:40][N:39]=3)(=[O:36])=[O:35])=[CH:31][CH:32]=2)[CH:27]=[CH:26][N:25]=1.C(=O)([O-])[O-].[K+].[K+].Cl.